From a dataset of Reaction yield outcomes from USPTO patents with 853,638 reactions. Predict the reaction yield, written as a fraction of the theoretical maximum amount of product (1.0 means a 100% yield; for example, 0.34 means a 34% yield). (1) The reactants are [N:1]1([CH2:7][CH2:8][OH:9])[CH2:6][CH2:5][CH2:4][CH2:3][CH2:2]1.[OH-].[K+].F[C:13]1[CH:18]=[CH:17][C:16]([N+:19]([O-:21])=[O:20])=[C:15]([O:22][CH3:23])[CH:14]=1. The catalyst is CCCCCCCC[N+](CCCCCCCC)(CCCCCCCC)C.[Cl-]. The product is [CH3:23][O:22][C:15]1[CH:14]=[C:13]([CH:18]=[CH:17][C:16]=1[N+:19]([O-:21])=[O:20])[O:9][CH2:8][CH2:7][N:1]1[CH2:6][CH2:5][CH2:4][CH2:3][CH2:2]1. The yield is 0.490. (2) The reactants are C([O:3][C:4](=O)[CH2:5][N:6]([CH2:14][C:15]1[CH:20]=[C:19]([Cl:21])[CH:18]=[CH:17][C:16]=1[NH2:22])[C:7]([O:9][C:10]([CH3:13])([CH3:12])[CH3:11])=[O:8])C.CC(C)([O-])C.[K+].O.[Cl-].[NH4+]. The catalyst is O1CCCC1.C(OCC)(=O)C. The product is [C:10]([O:9][C:7]([N:6]1[CH2:14][C:15]2[CH:20]=[C:19]([Cl:21])[CH:18]=[CH:17][C:16]=2[NH:22][C:4](=[O:3])[CH2:5]1)=[O:8])([CH3:13])([CH3:12])[CH3:11]. The yield is 0.880. (3) The reactants are [Cl:1][C:2]1[CH:7]=[CH:6][N:5]=[C:4]2[CH:8]=[C:9]([C:11]3[N:12]([CH3:16])[CH:13]=[N:14][CH:15]=3)[S:10][C:3]=12.C([Li])CCC.Cl[C:23]([O:25][CH3:26])=[O:24]. The catalyst is C1COCC1. The product is [CH3:26][O:25][C:23]([C:13]1[N:12]([CH3:16])[C:11]([C:9]2[S:10][C:3]3[C:4](=[N:5][CH:6]=[CH:7][C:2]=3[Cl:1])[CH:8]=2)=[CH:15][N:14]=1)=[O:24]. The yield is 0.600. (4) The reactants are [Cl:1][C:2]1[CH:3]=[C:4](/[C:12](=[N:16]\[O:17][CH2:18][CH:19]([CH3:21])[CH3:20])/[C:13]([OH:15])=O)[CH:5]=[CH:6][C:7]=1[S:8]([CH3:11])(=[O:10])=[O:9].[NH2:22][C:23]1[S:24][C:25]2[CH:31]=[CH:30][CH:29]=[CH:28][C:26]=2[N:27]=1.C(N(CC)C(C)C)(C)C. The catalyst is C(Cl)Cl. The product is [S:24]1[C:25]2[CH:31]=[CH:30][CH:29]=[CH:28][C:26]=2[N:27]=[C:23]1[NH:22][C:13](=[O:15])/[C:12](/[C:4]1[CH:5]=[CH:6][C:7]([S:8]([CH3:11])(=[O:9])=[O:10])=[C:2]([Cl:1])[CH:3]=1)=[N:16]/[O:17][CH2:18][CH:19]([CH3:21])[CH3:20]. The yield is 0.600. (5) The catalyst is C(O)C. The product is [OH:15][CH2:14][CH2:13][CH2:12][N:9]1[CH2:10][CH2:11][NH:6][CH2:7][CH2:8]1. The reactants are C(OC([N:6]1[CH2:11][CH2:10][N:9]([CH2:12][CH2:13][CH2:14][OH:15])[CH2:8][CH2:7]1)=O)C.[OH-].[Na+]. The yield is 0.807. (6) The catalyst is N1CCCCC1.C1C=CC([P]([Pd]([P](C2C=CC=CC=2)(C2C=CC=CC=2)C2C=CC=CC=2)([P](C2C=CC=CC=2)(C2C=CC=CC=2)C2C=CC=CC=2)[P](C2C=CC=CC=2)(C2C=CC=CC=2)C2C=CC=CC=2)(C2C=CC=CC=2)C2C=CC=CC=2)=CC=1.[Cu]I. The yield is 0.810. The product is [NH2:1][C:2]1[C:7]2[C:8]([C:11]3[CH:16]=[CH:15][C:14]([NH:17][C:18]([NH:20][C:21]4[CH:26]=[CH:25][CH:24]=[C:23]([CH3:27])[CH:22]=4)=[O:19])=[CH:13][CH:12]=3)=[CH:9][S:10][C:6]=2[C:5]([C:32]#[C:31][CH2:30][CH2:29][OH:33])=[CH:4][N:3]=1. The reactants are [NH2:1][C:2]1[C:7]2[C:8]([C:11]3[CH:16]=[CH:15][C:14]([NH:17][C:18]([NH:20][C:21]4[CH:26]=[CH:25][CH:24]=[C:23]([CH3:27])[CH:22]=4)=[O:19])=[CH:13][CH:12]=3)=[CH:9][S:10][C:6]=2[C:5](I)=[CH:4][N:3]=1.[CH2:29]([OH:33])[CH2:30][C:31]#[CH:32]. (7) The reactants are [CH2:1]([O:3][C:4](=[O:30])[C:5]([O:27][CH2:28][CH3:29])=[CH:6][C:7]1[CH:12]=[CH:11][CH:10]=[C:9]([O:13][CH2:14][CH2:15][C:16]2[CH:21]=[CH:20][C:19]([O:22][S:23]([CH3:26])(=[O:25])=[O:24])=[CH:18][CH:17]=2)[CH:8]=1)[CH3:2].C(O)(=O)C. The catalyst is C(OCC)(=O)C.[Pd]. The product is [CH2:1]([O:3][C:4](=[O:30])[CH:5]([O:27][CH2:28][CH3:29])[CH2:6][C:7]1[CH:12]=[CH:11][CH:10]=[C:9]([O:13][CH2:14][CH2:15][C:16]2[CH:17]=[CH:18][C:19]([O:22][S:23]([CH3:26])(=[O:25])=[O:24])=[CH:20][CH:21]=2)[CH:8]=1)[CH3:2]. The yield is 0.930. (8) The reactants are C[O:2][C:3]([C@H:5]1[CH2:10][CH2:9][C@H:8]([O:11][C:12]2[CH:17]=[CH:16][CH:15]=[CH:14][N:13]=2)[CH2:7][CH2:6]1)=O.O.[NH2:19][NH2:20]. The catalyst is C(O)CCC. The product is [N:13]1[CH:14]=[CH:15][CH:16]=[CH:17][C:12]=1[O:11][C@H:8]1[CH2:9][CH2:10][C@H:5]([C:3]([NH:19][NH2:20])=[O:2])[CH2:6][CH2:7]1. The yield is 0.960. (9) The catalyst is C1COCC1. The product is [C:1]([C:8]1[CH:19]=[C:18]([O:20][CH3:21])[CH:17]=[CH:16][C:9]=1[C:10](=[O:11])[CH2:22][C:23]1[CH:28]=[CH:27][CH:26]=[CH:25][CH:24]=1)#[C:2][CH2:3][CH2:4][CH2:5][CH2:6][CH3:7]. The reactants are [C:1]([C:8]1[CH:19]=[C:18]([O:20][CH3:21])[CH:17]=[CH:16][C:9]=1[C:10](N(C)OC)=[O:11])#[C:2][CH2:3][CH2:4][CH2:5][CH2:6][CH3:7].[CH2:22]([Mg]Cl)[C:23]1[CH:28]=[CH:27][CH:26]=[CH:25][CH:24]=1. The yield is 0.890. (10) The product is [N:35]([C@@H:22]1[CH2:23][C@H:20]([N:18]2[CH:19]=[C:15]([NH:14][C:12](=[O:13])[CH2:11][C:1]3[C:10]4[C:5](=[CH:6][CH:7]=[CH:8][CH:9]=4)[CH:4]=[CH:3][CH:2]=3)[N:16]=[CH:17]2)[CH2:21]1)=[N+:36]=[N-:37]. The yield is 0.790. The reactants are [C:1]1([CH2:11][C:12]([NH:14][C:15]2[N:16]=[CH:17][N:18]([C@H:20]3[CH2:23][C@H:22](OS(C4C=CC(C)=CC=4)(=O)=O)[CH2:21]3)[CH:19]=2)=[O:13])[C:10]2[C:5](=[CH:6][CH:7]=[CH:8][CH:9]=2)[CH:4]=[CH:3][CH:2]=1.[N-:35]=[N+:36]=[N-:37].[Na+].C(Cl)(Cl)Cl. The catalyst is C(O)C.O.